Task: Predict the reactants needed to synthesize the given product.. Dataset: Full USPTO retrosynthesis dataset with 1.9M reactions from patents (1976-2016) (1) The reactants are: [C:1](Cl)(=O)[C:2]([Cl:4])=[O:3].[CH3:7][O:8][C:9]([C@H:11]1[CH2:16][CH2:15][C@H](C(O)=O)[CH2:13][CH2:12]1)=[O:10]. Given the product [Cl:4][C:2]([C@H:1]1[CH2:15][CH2:16][C@H:11]([C:9]([O:8][CH3:7])=[O:10])[CH2:12][CH2:13]1)=[O:3], predict the reactants needed to synthesize it. (2) The reactants are: [CH2:1]([S:3]([C:6]1[CH:7]=[CH:8][C:9]2[O:14][CH2:13][C:12](=O)[NH:11][C:10]=2[CH:16]=1)(=[O:5])=[O:4])[CH3:2].B.O1CCCC1.CO.Cl. Given the product [CH2:1]([S:3]([C:6]1[CH:7]=[CH:8][C:9]2[O:14][CH2:13][CH2:12][NH:11][C:10]=2[CH:16]=1)(=[O:5])=[O:4])[CH3:2], predict the reactants needed to synthesize it.